Dataset: Reaction yield outcomes from USPTO patents with 853,638 reactions. Task: Predict the reaction yield, written as a fraction of the theoretical maximum amount of product (1.0 means a 100% yield; for example, 0.34 means a 34% yield). (1) The reactants are C([O:7][CH2:8][C@@H:9]([O:22][C:23]([CH3:26])([CH3:25])[CH3:24])[C:10]1[C:19]([CH3:20])=[CH:18][C:17]2[C:12](=[CH:13][CH:14]=[CH:15][CH:16]=2)[C:11]=1[Cl:21])(=O)C(C)(C)C.[OH-].[Na+]. The catalyst is CO.C1COCC1.C(OCC)(=O)C. The product is [C:23]([O:22][C@@H:9]([C:10]1[C:19]([CH3:20])=[CH:18][C:17]2[C:12](=[CH:13][CH:14]=[CH:15][CH:16]=2)[C:11]=1[Cl:21])[CH2:8][OH:7])([CH3:26])([CH3:25])[CH3:24]. The yield is 0.840. (2) The reactants are Cl.[NH:2]1[CH2:5][CH:4]([OH:6])[CH2:3]1.[CH3:7][O:8][CH2:9][CH2:10][O:11][C:12]1[CH:17]=[CH:16][N:15]2[C:18]([C:21]3[CH:30]=[CH:29][C:28]4[C:23](=[C:24]([N:31]5[CH2:36][CH2:35][C:34](=O)[CH2:33][CH2:32]5)[CH:25]=[CH:26][CH:27]=4)[N:22]=3)=[CH:19][N:20]=[C:14]2[CH:13]=1.C(N(C(C)C)C(C)C)C.[BH4-].[Na+].C(=O)(O)[O-].[Na+]. The catalyst is CO.C1COCC1. The product is [CH3:7][O:8][CH2:9][CH2:10][O:11][C:12]1[CH:17]=[CH:16][N:15]2[C:18]([C:21]3[CH:30]=[CH:29][C:28]4[C:23](=[C:24]([N:31]5[CH2:36][CH2:35][CH:34]([N:2]6[CH2:5][CH:4]([OH:6])[CH2:3]6)[CH2:33][CH2:32]5)[CH:25]=[CH:26][CH:27]=4)[N:22]=3)=[CH:19][N:20]=[C:14]2[CH:13]=1. The yield is 0.150. (3) The yield is 0.900. The product is [CH2:18]([O:17][C:15](=[O:16])[CH2:14][C:13]([O:12][C@@H:3]1[CH:4]=[CH:5][C:6]2[C:11](=[CH:10][CH:9]=[CH:8][CH:7]=2)[C@H:2]1[O:1][Si:26]([C:29]([CH3:32])([CH3:31])[CH3:30])([CH3:28])[CH3:27])=[O:20])[CH3:19]. The reactants are [OH:1][C@@H:2]1[C:11]2[C:6](=[CH:7][CH:8]=[CH:9][CH:10]=2)[CH:5]=[CH:4][C@H:3]1[O:12][C:13](=[O:20])[CH2:14][C:15]([O:17][CH2:18][CH3:19])=[O:16].N1C=CN=C1.[Si:26](Cl)([C:29]([CH3:32])([CH3:31])[CH3:30])([CH3:28])[CH3:27]. The catalyst is ClCCl.CN(C1C=CC=CN=1)C. (4) The reactants are [NH2:1][C:2]1[CH:7]=[C:6]([F:8])[CH:5]=[CH:4][C:3]=1[S:9][CH2:10][C:11]1[CH:20]=[CH:19][C:14]([C:15]([O:17][CH3:18])=[O:16])=[CH:13][CH:12]=1.[O:21]1[C:25]2[CH:26]=[CH:27][CH:28]=[CH:29][C:24]=2[CH:23]=[C:22]1[S:30](Cl)(=[O:32])=[O:31]. The catalyst is N1C=CC=CC=1. The product is [O:21]1[C:25]2[CH:26]=[CH:27][CH:28]=[CH:29][C:24]=2[CH:23]=[C:22]1[S:30]([NH:1][C:2]1[CH:7]=[C:6]([F:8])[CH:5]=[CH:4][C:3]=1[S:9][CH2:10][C:11]1[CH:20]=[CH:19][C:14]([C:15]([O:17][CH3:18])=[O:16])=[CH:13][CH:12]=1)(=[O:32])=[O:31]. The yield is 0.660. (5) The reactants are [CH2:1]([N:4]1[C:8]2=[N:9][C:10]([Cl:13])=[CH:11][CH:12]=[C:7]2[N:6]=[C:5]1[NH:14][C:15](=[O:21])[CH2:16][C:17]([CH3:20])([CH3:19])[CH3:18])[CH:2]=[CH2:3].[N+](C1C=CC=CC=1S(Cl)(=O)=O)([O-])=O.O.NN.O. The catalyst is C(#N)C. The product is [Cl:13][C:10]1[N:9]=[C:8]2[N:4]([CH2:1][CH2:2][CH3:3])[C:5]([NH:14][C:15](=[O:21])[CH2:16][C:17]([CH3:18])([CH3:19])[CH3:20])=[N:6][C:7]2=[CH:12][CH:11]=1. The yield is 0.570. (6) The reactants are [Cl:1][C:2]1[CH:3]=[CH:4][C:5]([O:11][CH3:12])=[C:6](B(O)O)[CH:7]=1.[Cl:13][C:14]1[CH:15]=[C:16](I)[C:17]([NH2:20])=[N:18][CH:19]=1.C(=O)([O-])[O-].[Na+].[Na+]. The catalyst is C1C=CC([P]([Pd]([P](C2C=CC=CC=2)(C2C=CC=CC=2)C2C=CC=CC=2)([P](C2C=CC=CC=2)(C2C=CC=CC=2)C2C=CC=CC=2)[P](C2C=CC=CC=2)(C2C=CC=CC=2)C2C=CC=CC=2)(C2C=CC=CC=2)C2C=CC=CC=2)=CC=1.C1(C)C=CC=CC=1. The product is [Cl:13][C:14]1[CH:15]=[C:16]([C:6]2[CH:7]=[C:2]([Cl:1])[CH:3]=[CH:4][C:5]=2[O:11][CH3:12])[C:17]([NH2:20])=[N:18][CH:19]=1. The yield is 0.460. (7) The reactants are Br[C:2]1[N:7]=[CH:6][C:5]2[C:8]([C:14]3[CH:15]=[N:16][N:17]([CH2:19][C:20]([O:22][CH2:23][CH3:24])=[O:21])[CH:18]=3)=[CH:9][N:10]([CH:11]([CH3:13])[CH3:12])[C:4]=2[CH:3]=1.C1(P(C2C=CC=CC=2)C2C3OC4C(=CC=CC=4P(C4C=CC=CC=4)C4C=CC=CC=4)C(C)(C)C=3C=CC=2)C=CC=CC=1.[Cl:67][C:68]1[N:73]=[C:72]([NH2:74])[CH:71]=[CH:70][N:69]=1.C(=O)([O-])[O-].[Cs+].[Cs+]. The catalyst is C1C=CC(/C=C/C(/C=C/C2C=CC=CC=2)=O)=CC=1.C1C=CC(/C=C/C(/C=C/C2C=CC=CC=2)=O)=CC=1.C1C=CC(/C=C/C(/C=C/C2C=CC=CC=2)=O)=CC=1.[Pd].[Pd].O1CCOCC1. The product is [Cl:67][C:68]1[N:73]=[C:72]([NH:74][C:2]2[N:7]=[CH:6][C:5]3[C:8]([C:14]4[CH:15]=[N:16][N:17]([CH2:19][C:20]([O:22][CH2:23][CH3:24])=[O:21])[CH:18]=4)=[CH:9][N:10]([CH:11]([CH3:13])[CH3:12])[C:4]=3[CH:3]=2)[CH:71]=[CH:70][N:69]=1. The yield is 0.490. (8) The reactants are [N+:1]([C:4]1[C:5]([N:10]2[CH2:15][CH2:14][C:13](=[CH:16][C:17]3[O:18][C:19]4[CH:25]=[CH:24][C:23](C5C=CC=CC=5)=[CH:22][C:20]=4[CH:21]=3)[CH2:12][CH2:11]2)=[N:6][CH:7]=[CH:8][CH:9]=1)([O-:3])=[O:2].IC1C=CC=CC=1O. No catalyst specified. The product is [N+:1]([C:4]1[C:5]([N:10]2[CH2:15][CH2:14][C:13](=[CH:16][C:17]3[O:18][C:19]4[CH:25]=[CH:24][CH:23]=[CH:22][C:20]=4[CH:21]=3)[CH2:12][CH2:11]2)=[N:6][CH:7]=[CH:8][CH:9]=1)([O-:3])=[O:2]. The yield is 0.330.